Dataset: Reaction yield outcomes from USPTO patents with 853,638 reactions. Task: Predict the reaction yield, written as a fraction of the theoretical maximum amount of product (1.0 means a 100% yield; for example, 0.34 means a 34% yield). (1) The reactants are [N:1]([C@@:4]1([CH2:32]O)[C@H:8]2[O:9][C:10]([CH3:13])([CH3:12])[O:11][C@H:7]2[C@H:6]([N:14]2[CH:22]=[N:21][C:20]3[C:15]2=[N:16][CH:17]=[N:18][C:19]=3[NH:23][C:24](=[O:31])[C:25]2[CH:30]=[CH:29][CH:28]=[CH:27][CH:26]=2)[O:5]1)=[N+:2]=[N-:3].[C:34]([OH:40])([C:36](F)(F)F)=O.N1C=CC=CC=1.C1CCC(N=C=NC2CCCCC2)CC1.[P:62]([CH2:70]P(OCC)(OCC)=O)(OCC)([O:64][CH2:65][CH3:66])=[O:63].CC([O-])(C)C.[K+].C1COCC1.Cl. The catalyst is CS(C)=O.CCOC(C)=O. The product is [N:1]([C@@:4]1(/[CH:32]=[CH:70]/[P:62](=[O:63])([O:40][CH2:34][CH3:36])[O:64][CH2:65][CH3:66])[C@@H:8]2[C@@H:7]([O:11][C:10]([CH3:13])([CH3:12])[O:9]2)[C@H:6]([N:14]2[CH:22]=[N:21][C:20]3[C:15]2=[N:16][CH:17]=[N:18][C:19]=3[NH:23][C:24](=[O:31])[C:25]2[CH:30]=[CH:29][CH:28]=[CH:27][CH:26]=2)[O:5]1)=[N+:2]=[N-:3]. The yield is 0.810. (2) The reactants are [N:1]1[C:10]2[CH:9]=[CH:8][CH:7]=[C:6]([CH:11]=O)[C:5]=2[CH:4]=[CH:3][CH:2]=1.[OH-:13].[K+].[CH:15](Br)(Br)Br.[OH-:19].[K+].[CH3:21][OH:22]. The catalyst is CO.O1CCOCC1. The yield is 0.580. The product is [CH3:15][O:13][CH:11]([C:6]1[CH:7]=[CH:8][CH:9]=[C:10]2[C:5]=1[CH:4]=[CH:3][CH:2]=[N:1]2)[C:21]([OH:22])=[O:19]. (3) The yield is 0.290. The product is [OH:3][CH:4]1[CH2:5][CH2:6][N:7]([C:10]2[CH:11]=[C:12]([C:20]([NH:22][C:23]3[C:24]([CH3:34])=[C:25]([CH:30]=[CH:31][C:32]=3[CH3:33])[C:26]([OH:28])=[O:27])=[O:21])[C:13]3[C:18]([CH:19]=2)=[CH:17][CH:16]=[CH:15][CH:14]=3)[CH2:8][CH2:9]1. The catalyst is C1COCC1. The reactants are [OH-].[Na+].[OH:3][CH:4]1[CH2:9][CH2:8][N:7]([C:10]2[CH:11]=[C:12]([C:20]([NH:22][C:23]3[C:24]([CH3:34])=[C:25]([CH:30]=[CH:31][C:32]=3[CH3:33])[C:26]([O:28]C)=[O:27])=[O:21])[C:13]3[C:18]([CH:19]=2)=[CH:17][CH:16]=[CH:15][CH:14]=3)[CH2:6][CH2:5]1.CO. (4) The reactants are [N:1]1([CH2:7][CH2:8][O:9][C:10]2[CH:15]=[CH:14][C:13]([C:16]3[CH:21]=[CH:20][N:19]=[C:18]([NH:22][CH2:23][C:24]4[CH:32]=[CH:31][C:27]([C:28]([OH:30])=O)=[CH:26][CH:25]=4)[N:17]=3)=[CH:12][CH:11]=2)[CH2:6][CH2:5][O:4][CH2:3][CH2:2]1.[C:33]1([NH2:40])[CH:38]=[CH:37][CH:36]=[CH:35][C:34]=1[NH2:39].CCN(CC)CC.C1C=CC2N(O)N=NC=2C=1.O.CCN=C=NCCCN(C)C.Cl. The catalyst is C(#N)C. The product is [NH2:39][C:34]1[CH:35]=[CH:36][CH:37]=[CH:38][C:33]=1[NH:40][C:28](=[O:30])[C:27]1[CH:31]=[CH:32][C:24]([CH2:23][NH:22][C:18]2[N:17]=[C:16]([C:13]3[CH:14]=[CH:15][C:10]([O:9][CH2:8][CH2:7][N:1]4[CH2:2][CH2:3][O:4][CH2:5][CH2:6]4)=[CH:11][CH:12]=3)[CH:21]=[CH:20][N:19]=2)=[CH:25][CH:26]=1. The yield is 0.310. (5) The reactants are [CH3:1][O:2][C:3]1[CH:4]=[C:5]([CH:10]=[C:11]([O:14][CH3:15])[C:12]=1[OH:13])[CH:6]=[CH:7][CH:8]=O.[C:16]([CH2:18][C:19]([N-:21][CH2:22][C:23]1[CH:28]=[CH:27][C:26]([OH:29])=[C:25]([OH:30])[CH:24]=1)=[O:20])#[N:17].NCCC(O)=O.O. The catalyst is C(O)C. The product is [OH:30][C:25]1[CH:24]=[C:23]([CH:28]=[CH:27][C:26]=1[OH:29])[CH2:22][NH:21][C:19](/[C:18](=[CH:8]/[CH:7]=[CH:6]/[C:5]1[CH:4]=[C:3]([O:2][CH3:1])[C:12]([OH:13])=[C:11]([O:14][CH3:15])[CH:10]=1)/[C:16]#[N:17])=[O:20]. The yield is 0.750. (6) The reactants are C([C@H]1CCOC(=O)N1C(=O)[C@@H:16]([C@H:21]([O:29][Si:30]([C:33]([CH3:36])([CH3:35])[CH3:34])([CH3:32])[CH3:31])[C:22]1[CH:23]=[N:24][C:25]([Cl:28])=[CH:26][CH:27]=1)[CH2:17][CH2:18][C:19]#[CH:20])C1C=CC=CC=1.[O:38]1[CH2:42]CCC1.[OH:43]O.[OH-].[Na+]. The catalyst is O. The product is [Si:30]([O:29][C@H:21]([C:22]1[CH:23]=[N:24][C:25]([Cl:28])=[CH:26][CH:27]=1)[C@@H:16]([CH2:17][CH2:18][C:19]#[CH:20])[C:42]([OH:38])=[O:43])([C:33]([CH3:34])([CH3:36])[CH3:35])([CH3:32])[CH3:31]. The yield is 0.620.